Dataset: Full USPTO retrosynthesis dataset with 1.9M reactions from patents (1976-2016). Task: Predict the reactants needed to synthesize the given product. (1) Given the product [C:1]([C:4]1[CH:9]=[CH:8][CH:7]=[C:6]([C:11]2[CH:16]=[CH:15][CH:14]=[CH:13][CH:12]=2)[N:5]=1)(=[O:3])[CH3:2], predict the reactants needed to synthesize it. The reactants are: [C:1]([C:4]1[CH:9]=[CH:8][CH:7]=[C:6](Br)[N:5]=1)(=[O:3])[CH3:2].[C:11]1(B(O)O)[CH:16]=[CH:15][CH:14]=[CH:13][CH:12]=1.C([O-])([O-])=O.[Na+].[Na+].CO. (2) Given the product [ClH:34].[O:1]([CH2:8][CH2:9][N:10]1[CH2:15][CH2:14][CH2:13][CH2:12][C@:11]1([CH3:31])[C:16]([NH:18][C@H:19]([C:21]1[CH:22]=[CH:23][C:24]([C:25]([OH:27])=[O:26])=[CH:29][CH:30]=1)[CH3:20])=[O:17])[C:2]1[CH:3]=[CH:4][CH:5]=[CH:6][CH:7]=1, predict the reactants needed to synthesize it. The reactants are: [O:1]([CH2:8][CH2:9][N:10]1[CH2:15][CH2:14][CH2:13][CH2:12][C@:11]1([CH3:31])[C:16]([NH:18][C@H:19]([C:21]1[CH:30]=[CH:29][C:24]([C:25]([O:27]C)=[O:26])=[CH:23][CH:22]=1)[CH3:20])=[O:17])[C:2]1[CH:7]=[CH:6][CH:5]=[CH:4][CH:3]=1.[OH-].[Na+].[ClH:34].O1CCOCC1. (3) Given the product [C:1]([O:5][C:6]([N:8]1[CH2:9][CH2:10][C:11]([NH:16][C:49]([C:48]2[CH:47]=[N:46][C:45]([Cl:44])=[CH:53][CH:52]=2)=[O:50])([C:14]#[N:15])[CH2:12][CH2:13]1)=[O:7])([CH3:4])([CH3:2])[CH3:3], predict the reactants needed to synthesize it. The reactants are: [C:1]([O:5][C:6]([N:8]1[CH2:13][CH2:12][C:11]([NH2:16])([C:14]#[N:15])[CH2:10][CH2:9]1)=[O:7])([CH3:4])([CH3:3])[CH3:2].F[P-](F)(F)(F)(F)F.N1(O[P+](N(C)C)(N(C)C)N(C)C)C2C=CC=CC=2N=N1.[Cl:44][C:45]1[CH:53]=[CH:52][C:48]([C:49](O)=[O:50])=[CH:47][N:46]=1. (4) The reactants are: Br[C:2]1[N:6]([CH3:7])[N:5]=[C:4]([CH3:8])[C:3]=1[C:9]1[CH:14]=[CH:13][C:12]([F:15])=[CH:11][C:10]=1[Cl:16].CCCCCC.C([Li])CCC.[F:28][C:29]1[CH:36]=[C:35]([F:37])[CH:34]=[CH:33][C:30]=1[CH:31]=[O:32]. Given the product [Cl:16][C:10]1[CH:11]=[C:12]([F:15])[CH:13]=[CH:14][C:9]=1[C:3]1[C:4]([CH3:8])=[N:5][N:6]([CH3:7])[C:2]=1[CH:31]([C:30]1[CH:33]=[CH:34][C:35]([F:37])=[CH:36][C:29]=1[F:28])[OH:32], predict the reactants needed to synthesize it. (5) Given the product [OH:12][CH:10]1[C:9]2[C:4](=[CH:5][CH:6]=[C:7]([N:13]3[C:18](=[O:19])[C:17]([CH2:20][C:21]4[CH:26]=[CH:25][C:24]([C:27]5[C:28]([C:33]#[N:34])=[CH:29][CH:30]=[CH:31][CH:32]=5)=[CH:23][CH:22]=4)=[C:16]([CH2:35][CH2:36][CH3:37])[N:15]=[C:14]3[CH3:38])[CH:8]=2)[O:3][C:2]([CH3:1])([CH3:39])[CH2:11]1, predict the reactants needed to synthesize it. The reactants are: [CH3:1][C:2]1([CH3:39])[CH2:11][C:10](=[O:12])[C:9]2[C:4](=[CH:5][CH:6]=[C:7]([N:13]3[C:18](=[O:19])[C:17]([CH2:20][C:21]4[CH:26]=[CH:25][C:24]([C:27]5[C:28]([C:33]#[N:34])=[CH:29][CH:30]=[CH:31][CH:32]=5)=[CH:23][CH:22]=4)=[C:16]([CH2:35][CH2:36][CH3:37])[N:15]=[C:14]3[CH3:38])[CH:8]=2)[O:3]1.[BH4-].[Na+].S([O-])(O)(=O)=O.[K+]. (6) The reactants are: [N:1]([C:4]1[C:9]([I:10])=[CH:8][C:7]([Cl:11])=[CH:6][C:5]=1[Cl:12])=[N+:2]=[N-:3].[CH3:13][O:14][C:15]1[CH:20]=[CH:19][C:18]([CH2:21][C:22]#[N:23])=[CH:17][CH:16]=1.C[O-].[Na+]. Given the product [Cl:12][C:5]1[CH:6]=[C:7]([Cl:11])[CH:8]=[C:9]([I:10])[C:4]=1[N:1]1[C:22]([NH2:23])=[C:21]([C:18]2[CH:19]=[CH:20][C:15]([O:14][CH3:13])=[CH:16][CH:17]=2)[N:3]=[N:2]1, predict the reactants needed to synthesize it. (7) Given the product [CH:31]1([CH:19]([CH:13]2[CH2:14][CH2:15][CH2:16][CH2:17][CH2:18]2)[C:20]([NH:22][C@H:23]2[C@H:30]3[C@H:26]([CH2:27][N:28]([CH2:2][CH2:44][CH:43]([C:37]4[CH:38]=[CH:39][CH:40]=[CH:41][CH:42]=4)[C:55]4[CH:56]=[CH:57][CH:58]=[CH:59][CH:60]=4)[CH2:29]3)[CH2:25][CH2:24]2)=[O:21])[CH2:36][CH2:35][CH2:34][CH2:33][CH2:32]1, predict the reactants needed to synthesize it. The reactants are: F[C:2](F)(F)C1C=C(C=CC=1)C=O.[CH:13]1([CH:19]([CH:31]2[CH2:36][CH2:35][CH2:34][CH2:33][CH2:32]2)[C:20]([NH:22][C@H:23]2[C@H:30]3[C@H:26]([CH2:27][NH:28][CH2:29]3)[CH2:25][CH2:24]2)=[O:21])[CH2:18][CH2:17][CH2:16][CH2:15][CH2:14]1.[CH:37]1([CH:43]([CH:55]2[CH2:60][CH2:59][CH2:58][CH2:57][CH2:56]2)[C:44](N[C@@H]2[C@H]3[C@H](CNC3)CC2)=O)[CH2:42][CH2:41][CH2:40][CH2:39][CH2:38]1.